Dataset: Reaction yield outcomes from USPTO patents with 853,638 reactions. Task: Predict the reaction yield, written as a fraction of the theoretical maximum amount of product (1.0 means a 100% yield; for example, 0.34 means a 34% yield). (1) The reactants are [C:1]([C:5]1[CH:10]=[CH:9][C:8](OS(C(F)(F)F)(=O)=O)=[C:7]([Cl:19])[CH:6]=1)([CH3:4])([CH3:3])[CH3:2].[F:20][C:21]([F:32])([F:31])[C:22]1[CH:23]=[C:24]([CH2:28][CH2:29][NH2:30])[CH:25]=[CH:26][CH:27]=1.CN([CH:36]=[O:37])C. The catalyst is C([O-])(=O)C.[Pd+2].C([O-])(=O)C.C1C=CC(P(C2C=CC=CC=2)CCCP(C2C=CC=CC=2)C2C=CC=CC=2)=CC=1. The product is [C:1]([C:5]1[CH:10]=[CH:9][C:8]([C:36]([NH:30][CH2:29][CH2:28][C:24]2[CH:25]=[CH:26][CH:27]=[C:22]([C:21]([F:31])([F:32])[F:20])[CH:23]=2)=[O:37])=[C:7]([Cl:19])[CH:6]=1)([CH3:2])([CH3:3])[CH3:4]. The yield is 0.390. (2) The reactants are [F:1][C:2]([F:15])([F:14])[S:3]([O:6]S(C(F)(F)F)(=O)=O)(=[O:5])=[O:4].[O:16]1[C:25]2[C:20](=[CH:21][CH:22]=[CH:23][CH:24]=2)[CH2:19][CH2:18][CH:17]1[CH2:26]O.N1C=CC=CC=1.O. The catalyst is C(Cl)Cl. The product is [F:1][C:2]([F:15])([F:14])[S:3]([O:6][CH2:26][CH:17]1[CH2:18][CH2:19][C:20]2[C:25](=[CH:24][CH:23]=[CH:22][CH:21]=2)[O:16]1)(=[O:5])=[O:4]. The yield is 0.790. (3) The reactants are C(OC([N:8]1[C:13]2[CH:14]=[C:15]([Cl:42])[C:16]([C:18]3[CH:19]=[N:20][N:21](C(C4C=CC=CC=4)(C4C=CC=CC=4)C4C=CC=CC=4)[CH:22]=3)=[CH:17][C:12]=2[O:11][CH:10]([C:43]([N:45]2[CH2:50][CH2:49][C:48]([C:59]#[N:60])([CH2:51][C:52]3[CH:57]=[CH:56][C:55]([F:58])=[CH:54][CH:53]=3)[CH2:47][CH2:46]2)=[O:44])[CH2:9]1)=O)(C)(C)C.FC(F)(F)C(O)=O. No catalyst specified. The product is [Cl:42][C:15]1[C:16]([C:18]2[CH:22]=[N:21][NH:20][CH:19]=2)=[CH:17][C:12]2[O:11][CH:10]([C:43]([N:45]3[CH2:50][CH2:49][C:48]([CH2:51][C:52]4[CH:57]=[CH:56][C:55]([F:58])=[CH:54][CH:53]=4)([C:59]#[N:60])[CH2:47][CH2:46]3)=[O:44])[CH2:9][NH:8][C:13]=2[CH:14]=1. The yield is 0.420. (4) The reactants are [F:1][C:2]1[CH:3]=[C:4]([N:9]2[CH2:13][C@H:12]([CH2:14]OS(C)(=O)=O)[O:11][C:10]2=[O:20])[CH:5]=[CH:6][C:7]=1[I:8].[N-:21]=[N+:22]=[N-:23].[Na+].O. The catalyst is CN(C=O)C. The product is [N:21]([CH2:14][C@@H:12]1[O:11][C:10](=[O:20])[N:9]([C:4]2[CH:5]=[CH:6][C:7]([I:8])=[C:2]([F:1])[CH:3]=2)[CH2:13]1)=[N+:22]=[N-:23]. The yield is 0.980. (5) The reactants are C(N(CC)CC)C.[CH3:8][S:9](Cl)(=[O:11])=[O:10].[CH3:13][CH:14]([CH3:25])[CH2:15][CH:16]([OH:24])[CH2:17][CH2:18][C:19]1[S:20][CH:21]=[CH:22][CH:23]=1. The catalyst is ClCCl. The product is [CH3:8][S:9]([O:24][CH:16]([CH2:15][CH:14]([CH3:25])[CH3:13])[CH2:17][CH2:18][C:19]1[S:20][CH:21]=[CH:22][CH:23]=1)(=[O:11])=[O:10]. The yield is 0.800. (6) The reactants are Br[C:2]1[CH:3]=[C:4]([NH:10][C:11]2[CH:16]=[CH:15][C:14]([CH:17]3[CH2:22][CH2:21][N:20]([CH3:23])[CH2:19][CH2:18]3)=[CH:13][N:12]=2)[C:5](=[O:9])[N:6]([CH3:8])[CH:7]=1.[C:24]([O:27][CH2:28][C:29]1[C:34](B2OC(C)(C)C(C)(C)O2)=[CH:33][C:32]([F:44])=[CH:31][C:30]=1[N:45]1[CH2:56][CH2:55][C:54]2[C:53]3[CH2:52][C:51]([CH3:58])(C)[CH2:50][C:49]=3[S:48][C:47]=2[C:46]1=[O:59])(=[O:26])[CH3:25].CC([O-])=O.[Na+]. The catalyst is CC#N.C1C=CC(P(C2C=CC=CC=2)[C-]2C=CC=C2)=CC=1.C1C=CC(P(C2C=CC=CC=2)[C-]2C=CC=C2)=CC=1.Cl[Pd]Cl.[Fe+2]. The product is [C:24]([O:27][CH2:28][C:29]1[C:30]([N:45]2[C:46](=[O:59])[C:47]3[S:48][C:49]4[CH2:50][CH2:51][CH2:58][CH2:52][C:53]=4[C:54]=3[CH2:55][CH2:56]2)=[CH:31][C:32]([F:44])=[CH:33][C:34]=1[C:2]1[CH:3]=[C:4]([NH:10][C:11]2[CH:16]=[CH:15][C:14]([CH:17]3[CH2:22][CH2:21][N:20]([CH3:23])[CH2:19][CH2:18]3)=[CH:13][N:12]=2)[C:5](=[O:9])[N:6]([CH3:8])[CH:7]=1)(=[O:26])[CH3:25]. The yield is 0.490. (7) The reactants are [CH2:1]([O:3][C:4]([C:6]1[N:7]([C:27]2[CH:32]=[CH:31][C:30]([O:33][CH:34]([CH3:36])[CH3:35])=[CH:29][CH:28]=2)[C:8]2[C:13]([C:14]=1[NH:15][CH3:16])=[CH:12][C:11]([C:17]1[CH:22]=[CH:21][C:20]([C:23]([CH3:26])([CH3:25])[CH3:24])=[CH:19][CH:18]=1)=[CH:10][CH:9]=2)=[O:5])[CH3:2].[C:37](Cl)(=[O:39])[CH3:38].C(N(CC)CC)C.Cl. The catalyst is CC#N. The product is [CH2:1]([O:3][C:4]([C:6]1[N:7]([C:27]2[CH:32]=[CH:31][C:30]([O:33][CH:34]([CH3:35])[CH3:36])=[CH:29][CH:28]=2)[C:8]2[C:13]([C:14]=1[NH:15][CH2:16][C:37](=[O:39])[CH3:38])=[CH:12][C:11]([C:17]1[CH:22]=[CH:21][C:20]([C:23]([CH3:26])([CH3:25])[CH3:24])=[CH:19][CH:18]=1)=[CH:10][CH:9]=2)=[O:5])[CH3:2]. The yield is 0.400. (8) The reactants are [Br:1][C:2]1[CH:18]=[CH:17][C:5]2[C:6]3[N:7]=[C:8](C(O)=O)[S:9][C:10]=3[CH2:11][CH2:12][O:13][C:4]=2[CH:3]=1.C([N:21](CC)CC)C.C1(P(N=[N+]=[N-])(C2C=CC=CC=2)=O)C=CC=CC=1. The catalyst is C(O)(C)(C)C. The product is [Br:1][C:2]1[CH:18]=[CH:17][C:5]2[C:6]3[N:7]=[C:8]([NH2:21])[S:9][C:10]=3[CH2:11][CH2:12][O:13][C:4]=2[CH:3]=1. The yield is 0.700.